Task: Predict the reactants needed to synthesize the given product.. Dataset: Full USPTO retrosynthesis dataset with 1.9M reactions from patents (1976-2016) (1) Given the product [I:9][C:10]1[CH:11]=[N:12][N:13]([CH2:16][CH:17]2[O:21][C:20](=[O:22])[NH:19][CH2:18]2)[CH:14]=1, predict the reactants needed to synthesize it. The reactants are: [O-]P([O-])([O-])=O.[K+].[K+].[K+].[I:9][C:10]1[CH:11]=[N:12][NH:13][CH:14]=1.Cl[CH2:16][CH:17]1[O:21][C:20](=[O:22])[NH:19][CH2:18]1. (2) Given the product [Cl:34][C:22]1[C:17]2[C:18](=[N:19][C:14]([NH:13][C:9]3[CH:10]=[CH:11][CH:12]=[C:7]([N:4]4[CH2:3][CH2:2][O:1][CH2:6][CH2:5]4)[CH:8]=3)=[N:15][C:16]=2[C:23]2[CH:24]=[C:25]([NH:29][C:30](=[O:33])[CH:31]=[CH2:32])[CH:26]=[CH:27][CH:28]=2)[NH:20][N:21]=1, predict the reactants needed to synthesize it. The reactants are: [O:1]1[CH2:6][CH2:5][N:4]([C:7]2[CH:8]=[C:9]([NH:13][C:14]3[N:19]=[C:18]4[NH:20][N:21]=[CH:22][C:17]4=[C:16]([C:23]4[CH:24]=[C:25]([NH:29][C:30](=[O:33])[CH:31]=[CH2:32])[CH:26]=[CH:27][CH:28]=4)[N:15]=3)[CH:10]=[CH:11][CH:12]=2)[CH2:3][CH2:2]1.[Cl:34]N1C(=O)CCC1=O.